Task: Regression. Given a peptide amino acid sequence and an MHC pseudo amino acid sequence, predict their binding affinity value. This is MHC class II binding data.. Dataset: Peptide-MHC class II binding affinity with 134,281 pairs from IEDB (1) The peptide sequence is LKKLVFGYRKPLDNI. The MHC is HLA-DQA10301-DQB10302 with pseudo-sequence HLA-DQA10301-DQB10302. The binding affinity (normalized) is 0.0363. (2) The peptide sequence is KISVQYNLSHSYAVD. The MHC is DRB3_0101 with pseudo-sequence DRB3_0101. The binding affinity (normalized) is 0.830.